This data is from Catalyst prediction with 721,799 reactions and 888 catalyst types from USPTO. The task is: Predict which catalyst facilitates the given reaction. (1) Reactant: C(OC(=O)[NH:7][CH2:8][CH2:9][CH2:10][NH:11][CH2:12][C:13](=[O:30])[NH:14][C:15]1[CH:28]=[CH:27][C:26]2[NH:25][C:24](=[O:29])[C:23]3[C:18](=[CH:19][CH:20]=[CH:21][CH:22]=3)[C:17]=2[CH:16]=1)(C)(C)C.[ClH:32]. Product: [ClH:32].[ClH:32].[NH2:7][CH2:8][CH2:9][CH2:10][NH:11][CH2:12][C:13]([NH:14][C:15]1[CH:28]=[CH:27][C:26]2[NH:25][C:24](=[O:29])[C:23]3[C:18](=[CH:19][CH:20]=[CH:21][CH:22]=3)[C:17]=2[CH:16]=1)=[O:30]. The catalyst class is: 269. (2) Reactant: O[CH:2]([C:15]1[CH:23]=[C:22]2[C:18]([CH:19]=[CH:20][N:21]2[Si:24]([CH:31]([CH3:33])[CH3:32])([CH:28]([CH3:30])[CH3:29])[CH:25]([CH3:27])[CH3:26])=[CH:17][CH:16]=1)[C@@H:3]1[CH2:7][CH2:6][CH2:5][N:4]1[C:8](OC(C)(C)C)=O.CS(Cl)(=O)=O.CCN(CC)CC.[H-].[H-].[H-].[H-].[Li+].[Al+3]. Product: [CH:31]([Si:24]([CH:25]([CH3:27])[CH3:26])([CH:28]([CH3:30])[CH3:29])[N:21]1[C:22]2[C:18](=[CH:17][CH:16]=[C:15]([CH2:2][C@@H:3]3[CH2:7][CH2:6][CH2:5][N:4]3[CH3:8])[CH:23]=2)[CH:19]=[CH:20]1)([CH3:32])[CH3:33]. The catalyst class is: 4. (3) Reactant: [C:1]([C:4]1[C:9]([NH:10][C:11](=[O:18])[CH2:12][C:13]([O:15][CH2:16][CH3:17])=[O:14])=[CH:8][C:7]([C:19]([F:22])([F:21])[F:20])=[CH:6][N:5]=1)(=O)[CH3:2].[H-].[Na+]. Product: [OH:18][C:11]1[C:12]([C:13]([O:15][CH2:16][CH3:17])=[O:14])=[C:1]([CH3:2])[C:4]2[C:9](=[CH:8][C:7]([C:19]([F:22])([F:21])[F:20])=[CH:6][N:5]=2)[N:10]=1. The catalyst class is: 8. (4) Reactant: [CH:1]1[C:5]2=[C:6]3[C:10]([CH:11]=[CH:12][C:4]2=[N:3][C:2]=1[C:13]([O:15][CH3:16])=[O:14])=[N:9][CH:8]=[CH:7]3.N1CCCCC1. Product: [CH2:7]1[C:6]2=[C:5]3[C:4](=[CH:12][CH:11]=[C:10]2[NH:9][CH2:8]1)[NH:3][C:2]([C:13]([O:15][CH3:16])=[O:14])=[CH:1]3. The catalyst class is: 3. (5) Reactant: [N:1]1[C:10]2[C:5](=[CH:6][C:7]([OH:11])=[CH:8][CH:9]=2)[C:4]([OH:12])=[N:3][CH:2]=1.[C:13](OC(=O)C)(=[O:15])[CH3:14]. Product: [C:13]([O:11][C:7]1[CH:6]=[C:5]2[C:10](=[CH:9][CH:8]=1)[N:1]=[CH:2][N:3]=[C:4]2[OH:12])(=[O:15])[CH3:14]. The catalyst class is: 17. (6) Reactant: [NH2:1][C:2]1[CH:3]=[C:4]([CH:9]=[C:10]([C:12]([C:15]#[N:16])([CH3:14])[CH3:13])[CH:11]=1)[C:5]([O:7][CH3:8])=[O:6].CCN(C(C)C)C(C)C.[CH3:26][S:27](Cl)(=[O:29])=[O:28]. Product: [CH3:26][S:27]([N:1]([S:27]([CH3:26])(=[O:29])=[O:28])[C:2]1[CH:3]=[C:4]([CH:9]=[C:10]([C:12]([C:15]#[N:16])([CH3:13])[CH3:14])[CH:11]=1)[C:5]([O:7][CH3:8])=[O:6])(=[O:29])=[O:28]. The catalyst class is: 2. (7) Reactant: [CH3:1][O:2][C:3]1[CH:8]=[CH:7][C:6]([C:9]2[S:13][C:12]([C:14]([OH:16])=O)=[C:11]([NH:17][C:18]([NH:20][C:21]3[C:26]([CH3:27])=[CH:25][C:24]([CH3:28])=[CH:23][C:22]=3[CH3:29])=[O:19])[CH:10]=2)=[CH:5][CH:4]=1.CN(C(ON1N=NC2C=CC=NC1=2)=[N+](C)C)C.F[P-](F)(F)(F)(F)F.CCN(C(C)C)C(C)C.Cl.[NH2:64][C:65]1([C:68]([O:70][CH3:71])=[O:69])[CH2:67][CH2:66]1. Product: [CH3:1][O:2][C:3]1[CH:8]=[CH:7][C:6]([C:9]2[S:13][C:12]([C:14]([NH:64][C:65]3([C:68]([O:70][CH3:71])=[O:69])[CH2:67][CH2:66]3)=[O:16])=[C:11]([NH:17][C:18]([NH:20][C:21]3[C:26]([CH3:27])=[CH:25][C:24]([CH3:28])=[CH:23][C:22]=3[CH3:29])=[O:19])[CH:10]=2)=[CH:5][CH:4]=1. The catalyst class is: 3. (8) Reactant: [Cl:1][C:2]1[C:11]2[C:6](=[CH:7][CH:8]=[CH:9][CH:10]=2)[N:5]=[CH:4][CH:3]=1.[S:12]1[CH:16]=[CH:15][C:14]2[C:17]([N:21]3[CH2:26][CH2:25][N:24]([CH2:27][CH2:28][CH2:29][OH:30])[CH2:23][CH2:22]3)=[CH:18][CH:19]=[CH:20][C:13]1=2.C(=O)([O-])[O-].[K+].[K+].CN(C)C=O. Product: [ClH:1].[S:12]1[CH:16]=[CH:15][C:14]2[C:17]([N:21]3[CH2:22][CH2:23][N:24]([CH2:27][CH2:28][CH2:29][O:30][C:4]4[CH:3]=[CH:2][C:11]5[C:6](=[CH:7][CH:8]=[CH:9][CH:10]=5)[N:5]=4)[CH2:25][CH2:26]3)=[CH:18][CH:19]=[CH:20][C:13]1=2. The catalyst class is: 6. (9) Reactant: C([O:8][C:9]1[CH:18]=[C:17]2[C:12]([C:13]([S:19][C:20]3[S:21][C:22]([N+:25]([O-:27])=[O:26])=[CH:23][CH:24]=3)=[CH:14][CH:15]=[N:16]2)=[CH:11][C:10]=1[O:28][CH3:29])C1C=CC=CC=1.C1(SC)C=CC=CC=1. Product: [CH3:29][O:28][C:10]1[CH:11]=[C:12]2[C:17](=[CH:18][C:9]=1[OH:8])[N:16]=[CH:15][CH:14]=[C:13]2[S:19][C:20]1[S:21][C:22]([N+:25]([O-:27])=[O:26])=[CH:23][CH:24]=1. The catalyst class is: 55.